From a dataset of Full USPTO retrosynthesis dataset with 1.9M reactions from patents (1976-2016). Predict the reactants needed to synthesize the given product. (1) The reactants are: [CH:1]1([CH2:7][CH:8]([C:12]([NH:14][C:15]2[CH:20]=[CH:19][CH:18]=[CH:17][CH:16]=2)=[O:13])[C:9]([OH:11])=O)[CH2:6][CH2:5][CH2:4][CH2:3][CH2:2]1.CCN=C=NCCCN(C)C.C1C=[C:36]2[N:38]=N[N:40](O)[C:35]2=CC=1.O.CN1CCOCC1. Given the product [C:36]([CH2:35][NH:40][C:9](=[O:11])[CH:8]([CH2:7][CH:1]1[CH2:2][CH2:3][CH2:4][CH2:5][CH2:6]1)[C:12]([NH:14][C:15]1[CH:20]=[CH:19][CH:18]=[CH:17][CH:16]=1)=[O:13])#[N:38], predict the reactants needed to synthesize it. (2) Given the product [Cl:27][C:24]1[CH:25]=[CH:26][C:21]([S:20][C:4]2[C:3]3[C:2]([C:33]4[CH:37]=[CH:36][S:35][CH:34]=4)=[CH:10][C:9]([F:11])=[CH:8][C:7]=3[N:6]3[CH2:12][CH2:13][CH:14]([CH2:15][C:16]([OH:18])=[O:17])[C:5]=23)=[CH:22][CH:23]=1, predict the reactants needed to synthesize it. The reactants are: Br[C:2]1[C:3]2[C:4]([S:20][C:21]3[CH:26]=[CH:25][C:24]([Cl:27])=[CH:23][CH:22]=3)=[C:5]3[CH:14]([CH2:15][C:16]([O:18]C)=[O:17])[CH2:13][CH2:12][N:6]3[C:7]=2[CH:8]=[C:9]([F:11])[CH:10]=1.C([Sn](CCCC)(CCCC)[C:33]1[CH:37]=[CH:36][S:35][CH:34]=1)CCC. (3) Given the product [NH2:15][C@H:14]1[C:13](=[O:30])[NH:12][C:11]2[CH:31]=[C:32]([F:35])[CH:33]=[CH:34][C:10]=2[O:9][C@H:8]1[CH2:1][C:2]1[CH:3]=[CH:4][CH:5]=[CH:6][CH:7]=1, predict the reactants needed to synthesize it. The reactants are: [CH2:1]([C@H:8]1[C@@H:14]([N:15](CC2C=CC=CC=2)CC2C=CC=CC=2)[C:13](=[O:30])[NH:12][C:11]2[CH:31]=[C:32]([F:35])[CH:33]=[CH:34][C:10]=2[O:9]1)[C:2]1[CH:7]=[CH:6][CH:5]=[CH:4][CH:3]=1. (4) The reactants are: C([Mg]Cl)(C)C.[C:6]([O:10][C:11](=[O:32])[NH:12][C:13]([C:15]1[S:16][C:17]([S:30][CH3:31])=[C:18]([S:20]([C:23]2[CH:28]=[CH:27][CH:26]=[C:25](Br)[CH:24]=2)(=[O:22])=[O:21])[CH:19]=1)=[NH:14])([CH3:9])([CH3:8])[CH3:7].[Li]CCCC.CN(C)[CH:40]=[O:41]. Given the product [C:6]([O:10][C:11](=[O:32])[NH:12][C:13]([C:15]1[S:16][C:17]([S:30][CH3:31])=[C:18]([S:20]([C:23]2[CH:28]=[CH:27][CH:26]=[C:25]([CH:40]=[O:41])[CH:24]=2)(=[O:22])=[O:21])[CH:19]=1)=[NH:14])([CH3:9])([CH3:8])[CH3:7], predict the reactants needed to synthesize it. (5) Given the product [C:24]([O:23][C:21]([N:18]1[CH2:17][CH2:16][CH:15]([NH:14][C:12]2[O:13][C:9]3[CH:8]=[CH:7][CH:6]=[C:5]([C:3](=[O:4])[NH:59][CH2:58][C:57]([O:56][CH3:55])=[O:60])[C:10]=3[N:11]=2)[CH2:20][CH2:19]1)=[O:22])([CH3:26])([CH3:25])[CH3:27], predict the reactants needed to synthesize it. The reactants are: CO[C:3]([C:5]1[CH:6]=[CH:7][CH:8]=[C:9]2[O:13][C:12]([NH:14][CH:15]3[CH2:20][CH2:19][N:18]([C:21]([O:23][C:24]([CH3:27])([CH3:26])[CH3:25])=[O:22])[CH2:17][CH2:16]3)=[N:11][C:10]=12)=[O:4].C(OC(N1CCC(NC2OC3C(=C(C(O)=O)C=CC=3)N=2)CC1)=O)(C)(C)C.Cl.[CH3:55][O:56][C:57](=[O:60])[CH2:58][NH2:59].ClC1N=C(OC)N=C(OC)N=1.CN1CCOCC1. (6) Given the product [CH2:1]([N:8]1[CH2:13][C@H:12]([OH:14])[CH2:11][C@H:10]([C:20]([O:22][CH3:23])=[O:21])[C@H:9]1[C:24]([O:26][CH2:27][C:28]1[CH:29]=[CH:30][CH:31]=[CH:32][CH:33]=1)=[O:25])[C:2]1[CH:7]=[CH:6][CH:5]=[CH:4][CH:3]=1, predict the reactants needed to synthesize it. The reactants are: [CH2:1]([N:8]1[CH2:13][C@H:12]([O:14]C(OCC)C)[CH2:11][C@H:10]([C:20]([O:22][CH3:23])=[O:21])[C@H:9]1[C:24]([O:26][CH2:27][C:28]1[CH:33]=[CH:32][CH:31]=[CH:30][CH:29]=1)=[O:25])[C:2]1[CH:7]=[CH:6][CH:5]=[CH:4][CH:3]=1.O.Cl.[OH-].[Na+]. (7) Given the product [CH2:24]([O:23][C@H:13]1[C@@H:14]([O:15][CH2:16][C:17]2[CH:22]=[CH:21][CH:20]=[CH:19][CH:18]=2)[C@H:9]([O:8][CH2:1][C:2]2[CH:3]=[CH:4][CH:5]=[CH:6][CH:7]=2)[C@@H:10]([CH2:32][O:33][CH2:34][C:35]2[CH:36]=[CH:37][CH:38]=[CH:39][CH:40]=2)[O:11][C@@H:12]1[S:47][C:42]1[CH:43]=[CH:44][CH:45]=[CH:46][N:41]=1)[C:25]1[CH:26]=[CH:27][CH:28]=[CH:29][CH:30]=1, predict the reactants needed to synthesize it. The reactants are: [CH2:1]([O:8][C@H:9]1[C@H:14]([O:15][CH2:16][C:17]2[CH:22]=[CH:21][CH:20]=[CH:19][CH:18]=2)[C@H:13]([O:23][CH2:24][C:25]2[CH:30]=[CH:29][CH:28]=[CH:27][CH:26]=2)[C@@H:12](F)[O:11][C@@H:10]1[CH2:32][O:33][CH2:34][C:35]1[CH:40]=[CH:39][CH:38]=[CH:37][CH:36]=1)[C:2]1[CH:7]=[CH:6][CH:5]=[CH:4][CH:3]=1.[N:41]1[CH:46]=[CH:45][CH:44]=[CH:43][C:42]=1[SH:47].B(F)(F)F.